Dataset: NCI-60 drug combinations with 297,098 pairs across 59 cell lines. Task: Regression. Given two drug SMILES strings and cell line genomic features, predict the synergy score measuring deviation from expected non-interaction effect. (1) Drug 1: CC1=C(C(=CC=C1)Cl)NC(=O)C2=CN=C(S2)NC3=CC(=NC(=N3)C)N4CCN(CC4)CCO. Drug 2: CC(C)NC(=O)C1=CC=C(C=C1)CNNC.Cl. Cell line: EKVX. Synergy scores: CSS=4.05, Synergy_ZIP=-0.0869, Synergy_Bliss=0.00479, Synergy_Loewe=-10.3, Synergy_HSA=-2.10. (2) Drug 1: C1CCC(C1)C(CC#N)N2C=C(C=N2)C3=C4C=CNC4=NC=N3. Drug 2: CC1C(C(CC(O1)OC2CC(OC(C2O)C)OC3=CC4=CC5=C(C(=O)C(C(C5)C(C(=O)C(C(C)O)O)OC)OC6CC(C(C(O6)C)O)OC7CC(C(C(O7)C)O)OC8CC(C(C(O8)C)O)(C)O)C(=C4C(=C3C)O)O)O)O. Cell line: M14. Synergy scores: CSS=-11.6, Synergy_ZIP=6.08, Synergy_Bliss=6.16, Synergy_Loewe=-3.17, Synergy_HSA=-3.60. (3) Drug 1: CN(CCCl)CCCl.Cl. Drug 2: COC1=C2C(=CC3=C1OC=C3)C=CC(=O)O2. Cell line: SK-OV-3. Synergy scores: CSS=0.255, Synergy_ZIP=0.610, Synergy_Bliss=0.524, Synergy_Loewe=-1.89, Synergy_HSA=-1.92. (4) Drug 1: CCCCCOC(=O)NC1=NC(=O)N(C=C1F)C2C(C(C(O2)C)O)O. Drug 2: C#CCC(CC1=CN=C2C(=N1)C(=NC(=N2)N)N)C3=CC=C(C=C3)C(=O)NC(CCC(=O)O)C(=O)O. Cell line: UACC62. Synergy scores: CSS=48.1, Synergy_ZIP=6.05, Synergy_Bliss=-0.343, Synergy_Loewe=-26.7, Synergy_HSA=-2.03. (5) Drug 1: C1CCN(CC1)CCOC2=CC=C(C=C2)C(=O)C3=C(SC4=C3C=CC(=C4)O)C5=CC=C(C=C5)O. Drug 2: CC(CN1CC(=O)NC(=O)C1)N2CC(=O)NC(=O)C2. Cell line: OVCAR3. Synergy scores: CSS=16.0, Synergy_ZIP=-4.70, Synergy_Bliss=0.319, Synergy_Loewe=-2.84, Synergy_HSA=-1.67. (6) Drug 1: CC1C(C(=O)NC(C(=O)N2CCCC2C(=O)N(CC(=O)N(C(C(=O)O1)C(C)C)C)C)C(C)C)NC(=O)C3=C4C(=C(C=C3)C)OC5=C(C(=O)C(=C(C5=N4)C(=O)NC6C(OC(=O)C(N(C(=O)CN(C(=O)C7CCCN7C(=O)C(NC6=O)C(C)C)C)C)C(C)C)C)N)C. Drug 2: CC1=C2C(C(=O)C3(C(CC4C(C3C(C(C2(C)C)(CC1OC(=O)C(C(C5=CC=CC=C5)NC(=O)OC(C)(C)C)O)O)OC(=O)C6=CC=CC=C6)(CO4)OC(=O)C)O)C)O. Cell line: SK-MEL-5. Synergy scores: CSS=-1.46, Synergy_ZIP=8.93, Synergy_Bliss=12.1, Synergy_Loewe=4.08, Synergy_HSA=4.50. (7) Drug 1: C1=C(C(=O)NC(=O)N1)N(CCCl)CCCl. Drug 2: CC1CCC2CC(C(=CC=CC=CC(CC(C(=O)C(C(C(=CC(C(=O)CC(OC(=O)C3CCCCN3C(=O)C(=O)C1(O2)O)C(C)CC4CCC(C(C4)OC)OCCO)C)C)O)OC)C)C)C)OC. Cell line: NCI/ADR-RES. Synergy scores: CSS=35.4, Synergy_ZIP=8.53, Synergy_Bliss=13.2, Synergy_Loewe=11.0, Synergy_HSA=15.0. (8) Drug 1: CC(CN1CC(=O)NC(=O)C1)N2CC(=O)NC(=O)C2. Drug 2: CN(C)C1=NC(=NC(=N1)N(C)C)N(C)C. Cell line: SN12C. Synergy scores: CSS=44.8, Synergy_ZIP=9.68, Synergy_Bliss=9.48, Synergy_Loewe=0.266, Synergy_HSA=8.80. (9) Drug 1: CC1=C(C(=CC=C1)Cl)NC(=O)C2=CN=C(S2)NC3=CC(=NC(=N3)C)N4CCN(CC4)CCO. Drug 2: CCC1(CC2CC(C3=C(CCN(C2)C1)C4=CC=CC=C4N3)(C5=C(C=C6C(=C5)C78CCN9C7C(C=CC9)(C(C(C8N6C)(C(=O)OC)O)OC(=O)C)CC)OC)C(=O)OC)O.OS(=O)(=O)O. Cell line: MOLT-4. Synergy scores: CSS=-3.12, Synergy_ZIP=7.48, Synergy_Bliss=10.2, Synergy_Loewe=-5.29, Synergy_HSA=-2.82. (10) Drug 1: N.N.Cl[Pt+2]Cl. Drug 2: CC1C(C(CC(O1)OC2CC(CC3=C2C(=C4C(=C3O)C(=O)C5=C(C4=O)C(=CC=C5)OC)O)(C(=O)CO)O)N)O.Cl. Cell line: SK-MEL-2. Synergy scores: CSS=56.4, Synergy_ZIP=5.33, Synergy_Bliss=7.40, Synergy_Loewe=-37.8, Synergy_HSA=1.64.